This data is from NCI-60 drug combinations with 297,098 pairs across 59 cell lines. The task is: Regression. Given two drug SMILES strings and cell line genomic features, predict the synergy score measuring deviation from expected non-interaction effect. (1) Drug 1: C1=CC=C(C=C1)NC(=O)CCCCCCC(=O)NO. Drug 2: C1CN1C2=NC(=NC(=N2)N3CC3)N4CC4. Cell line: NCI-H460. Synergy scores: CSS=68.9, Synergy_ZIP=5.32, Synergy_Bliss=4.25, Synergy_Loewe=0.608, Synergy_HSA=6.90. (2) Drug 2: C1=NC2=C(N=C(N=C2N1C3C(C(C(O3)CO)O)F)Cl)N. Drug 1: C1CCN(CC1)CCOC2=CC=C(C=C2)C(=O)C3=C(SC4=C3C=CC(=C4)O)C5=CC=C(C=C5)O. Cell line: IGROV1. Synergy scores: CSS=13.0, Synergy_ZIP=-3.23, Synergy_Bliss=4.72, Synergy_Loewe=-7.43, Synergy_HSA=2.98. (3) Drug 1: CC1C(C(CC(O1)OC2CC(OC(C2O)C)OC3=CC4=CC5=C(C(=O)C(C(C5)C(C(=O)C(C(C)O)O)OC)OC6CC(C(C(O6)C)O)OC7CC(C(C(O7)C)O)OC8CC(C(C(O8)C)O)(C)O)C(=C4C(=C3C)O)O)O)O. Drug 2: C1CN(CCN1C(=O)CCBr)C(=O)CCBr. Cell line: SF-539. Synergy scores: CSS=31.9, Synergy_ZIP=-5.64, Synergy_Bliss=-0.356, Synergy_Loewe=-27.6, Synergy_HSA=-0.608. (4) Drug 1: C1CCN(CC1)CCOC2=CC=C(C=C2)C(=O)C3=C(SC4=C3C=CC(=C4)O)C5=CC=C(C=C5)O. Drug 2: C1=CC=C(C(=C1)C(C2=CC=C(C=C2)Cl)C(Cl)Cl)Cl. Cell line: CAKI-1. Synergy scores: CSS=10.5, Synergy_ZIP=-1.91, Synergy_Bliss=-0.877, Synergy_Loewe=1.43, Synergy_HSA=0.546. (5) Cell line: IGROV1. Drug 1: C1=CC(=C2C(=C1NCCNCCO)C(=O)C3=C(C=CC(=C3C2=O)O)O)NCCNCCO. Drug 2: CCCCC(=O)OCC(=O)C1(CC(C2=C(C1)C(=C3C(=C2O)C(=O)C4=C(C3=O)C=CC=C4OC)O)OC5CC(C(C(O5)C)O)NC(=O)C(F)(F)F)O. Synergy scores: CSS=39.7, Synergy_ZIP=-4.72, Synergy_Bliss=-1.99, Synergy_Loewe=-5.71, Synergy_HSA=-0.926. (6) Drug 1: C1C(C(OC1N2C=NC3=C(N=C(N=C32)Cl)N)CO)O. Drug 2: CN(C(=O)NC(C=O)C(C(C(CO)O)O)O)N=O. Cell line: NCIH23. Synergy scores: CSS=34.3, Synergy_ZIP=1.27, Synergy_Bliss=-0.220, Synergy_Loewe=-57.5, Synergy_HSA=-2.01. (7) Drug 1: C1=NNC2=C1C(=O)NC=N2. Drug 2: C1CNP(=O)(OC1)N(CCCl)CCCl. Synergy scores: CSS=4.75, Synergy_ZIP=0.0220, Synergy_Bliss=2.43, Synergy_Loewe=3.07, Synergy_HSA=0.913. Cell line: LOX IMVI. (8) Drug 1: CC(CN1CC(=O)NC(=O)C1)N2CC(=O)NC(=O)C2. Drug 2: C1=CC=C(C(=C1)C(C2=CC=C(C=C2)Cl)C(Cl)Cl)Cl. Cell line: MDA-MB-435. Synergy scores: CSS=6.92, Synergy_ZIP=-2.84, Synergy_Bliss=2.67, Synergy_Loewe=1.44, Synergy_HSA=1.30. (9) Drug 1: CC1=C2C(C(=O)C3(C(CC4C(C3C(C(C2(C)C)(CC1OC(=O)C(C(C5=CC=CC=C5)NC(=O)OC(C)(C)C)O)O)OC(=O)C6=CC=CC=C6)(CO4)OC(=O)C)O)C)O. Drug 2: C1CCC(C(C1)N)N.C(=O)(C(=O)[O-])[O-].[Pt+4]. Cell line: MOLT-4. Synergy scores: CSS=36.3, Synergy_ZIP=5.39, Synergy_Bliss=3.94, Synergy_Loewe=0.111, Synergy_HSA=1.20.